From a dataset of Reaction yield outcomes from USPTO patents with 853,638 reactions. Predict the reaction yield, written as a fraction of the theoretical maximum amount of product (1.0 means a 100% yield; for example, 0.34 means a 34% yield). (1) The reactants are C([Li])(C)(C)C.CCCCC.Br[C:12]1[CH:17]=[CH:16][C:15]([S:18][CH3:19])=[CH:14][C:13]=1[CH3:20].[B:21](OC)([O:24]C)[O:22]C. The catalyst is C(OCC)C. The product is [CH3:20][C:13]1[CH:14]=[C:15]([S:18][CH3:19])[CH:16]=[CH:17][C:12]=1[B:21]([OH:24])[OH:22]. The yield is 0.500. (2) The reactants are Cl.[NH2:2][C@@H:3]([CH2:8][NH:9][C:10]([O:12][C:13]([CH3:16])([CH3:15])[CH3:14])=[O:11])[C:4]([O:6][CH3:7])=[O:5].Cl[CH2:18][CH2:19][N:20]([CH2:32][CH2:33]Cl)[CH2:21][C:22]1[CH:27]=[CH:26][C:25]([C:28]([F:31])([F:30])[F:29])=[CH:24][CH:23]=1. The catalyst is C(N(CC)C(C)C)(C)C. The product is [C:13]([O:12][C:10]([NH:9][CH2:8][C@H:3]([N:2]1[CH2:18][CH2:19][N:20]([CH2:21][C:22]2[CH:23]=[CH:24][C:25]([C:28]([F:29])([F:31])[F:30])=[CH:26][CH:27]=2)[CH2:32][CH2:33]1)[C:4]([O:6][CH3:7])=[O:5])=[O:11])([CH3:16])([CH3:15])[CH3:14]. The yield is 0.550. (3) The reactants are [CH3:1][N:2]([CH3:6])[CH2:3][CH2:4][NH2:5].[C:7]([C:9]1[CH:14]=[CH:13][C:12]([S:15](Cl)(=[O:17])=[O:16])=[CH:11][CH:10]=1)#N.C([O-])(O)=[O:20].[Na+].C(OC(=O)C)C. The catalyst is C1COCC1. The product is [CH3:1][N:2]([CH3:6])[CH2:3][CH2:4][NH:5][S:15]([C:12]1[CH:13]=[CH:14][C:9]([CH:7]=[O:20])=[CH:10][CH:11]=1)(=[O:17])=[O:16]. The yield is 0.960.